From a dataset of Reaction yield outcomes from USPTO patents with 853,638 reactions. Predict the reaction yield, written as a fraction of the theoretical maximum amount of product (1.0 means a 100% yield; for example, 0.34 means a 34% yield). (1) The reactants are [CH:1]([C:3]1[C:11]2[C:6](=[CH:7][CH:8]=[CH:9][CH:10]=2)[NH:5][C:4]=1[C:12]([O:14][CH2:15][CH3:16])=[O:13])=[O:2].Cl([O-])=[O:18].[Na+].P([O-])(O)(O)=O.[Na+]. The catalyst is C(O)(C)(C)C.CC(=CC)C.O. The product is [CH2:15]([O:14][C:12]([C:4]1[NH:5][C:6]2[C:11]([C:3]=1[C:1]([OH:18])=[O:2])=[CH:10][CH:9]=[CH:8][CH:7]=2)=[O:13])[CH3:16]. The yield is 0.990. (2) The reactants are [Cl:1][C:2]1[C:7]([O:8][CH3:9])=[C:6](Cl)[N:5]=[C:4]([C:11]2[CH:16]=[CH:15][C:14]([Cl:17])=[C:13]([O:18][CH3:19])[C:12]=2[F:20])[N:3]=1.O.[NH3:22]. No catalyst specified. The product is [Cl:1][C:2]1[N:3]=[C:4]([C:11]2[CH:16]=[CH:15][C:14]([Cl:17])=[C:13]([O:18][CH3:19])[C:12]=2[F:20])[N:5]=[C:6]([NH2:22])[C:7]=1[O:8][CH3:9]. The yield is 0.880. (3) The reactants are [Br:1][C:2]1[CH:3]=[C:4]([N+:12]([O-:14])=[O:13])[C:5]([CH3:11])=[C:6]([CH:10]=1)[C:7]([OH:9])=[O:8].[C:15](=O)([O-])[O-].[Na+].[Na+].CI. The catalyst is CN(C=O)C. The product is [Br:1][C:2]1[CH:3]=[C:4]([N+:12]([O-:14])=[O:13])[C:5]([CH3:11])=[C:6]([CH:10]=1)[C:7]([O:9][CH3:15])=[O:8]. The yield is 0.970. (4) The reactants are [CH3:1][O:2][C:3]1[CH:8]=[C:7]([O:9][CH3:10])[C:6]([O:11][CH3:12])=[CH:5][C:4]=1[CH:13]=[CH:14]C.BrN1[C:21](=[O:22])CCC1=O. The catalyst is [Br-].C([N+](C)(C)C)CCCCCCCCCCCCCCC.O. The product is [CH3:1][O:2][C:3]1[CH:8]=[C:7]([O:9][CH3:10])[C:6]([O:11][CH3:12])=[CH:5][C:4]=1[CH:13]([CH3:14])[CH:21]=[O:22]. The yield is 0.430.